From a dataset of Full USPTO retrosynthesis dataset with 1.9M reactions from patents (1976-2016). Predict the reactants needed to synthesize the given product. Given the product [F:56][C:57]([F:68])([F:67])[C:32]1[CH:31]=[CH:30][C:5]([C:6]([NH:8][CH:9]([C:11]2[N:16]=[N:15][C:14]([NH:17][C:18]3[CH:19]=[C:20]([O:28][CH3:29])[C:21]([O:26][CH3:27])=[C:22]([O:24][CH3:25])[CH:23]=3)=[N:13][CH:12]=2)[CH3:10])=[O:7])=[CH:4][CH:33]=1, predict the reactants needed to synthesize it. The reactants are: [N+]([C:4]1[CH:33]=[CH:32][CH:31]=[CH:30][C:5]=1[C:6]([NH:8][CH:9]([C:11]1[N:16]=[N:15][C:14]([NH:17][C:18]2[CH:23]=[C:22]([O:24][CH3:25])[C:21]([O:26][CH3:27])=[C:20]([O:28][CH3:29])[CH:19]=2)=[N:13][CH:12]=1)[CH3:10])=[O:7])([O-])=O.NC(C1N=NC(NC2C=C(OC)C(OC)=C(OC)C=2)=NC=1)C.[F:56][C:57]([F:68])([F:67])C1C=CC(C(Cl)=O)=CC=1.C(N(CC)CC)C.